From a dataset of Forward reaction prediction with 1.9M reactions from USPTO patents (1976-2016). Predict the product of the given reaction. (1) Given the reactants [Cl:1][C:2]1[CH:7]=[CH:6][C:5](/[CH:8]=[CH:9]/[C:10]([O:12]CC)=[O:11])=[CH:4][C:3]=1[NH:15][C:16]([C:18]1[C:27]2[C:22](=[CH:23][CH:24]=[CH:25][CH:26]=2)[CH:21]=[C:20]([C:28]2[CH:33]=[CH:32][CH:31]=[CH:30][CH:29]=2)[CH:19]=1)=[O:17].O[Li].O, predict the reaction product. The product is: [Cl:1][C:2]1[CH:7]=[CH:6][C:5](/[CH:8]=[CH:9]/[C:10]([OH:12])=[O:11])=[CH:4][C:3]=1[NH:15][C:16]([C:18]1[C:27]2[C:22](=[CH:23][CH:24]=[CH:25][CH:26]=2)[CH:21]=[C:20]([C:28]2[CH:33]=[CH:32][CH:31]=[CH:30][CH:29]=2)[CH:19]=1)=[O:17]. (2) The product is: [ClH:34].[ClH:36].[Cl:34][C:29]1[CH:30]=[CH:31][CH:32]=[CH:33][C:28]=1[CH2:27][N:21]([CH2:22][CH2:23][N:24]([CH3:25])[CH3:26])[C:20](=[O:35])[CH2:19][CH2:18][C:14]1[CH:13]=[CH:12][CH:11]=[C:10]2[C:15]=1[CH2:16][CH2:17][NH:8][CH2:9]2. Given the reactants C(OC([N:8]1[CH2:17][CH2:16][C:15]2[C:10](=[CH:11][CH:12]=[CH:13][C:14]=2[CH2:18][CH2:19][C:20](=[O:35])[N:21]([CH2:27][C:28]2[CH:33]=[CH:32][CH:31]=[CH:30][C:29]=2[Cl:34])[CH2:22][CH2:23][N:24]([CH3:26])[CH3:25])[CH2:9]1)=O)(C)(C)C.[ClH:36], predict the reaction product. (3) Given the reactants C(OC1C(F)=CC=C2C=1C(CCN(C)C)=CN2)C1C=CC=CC=1.[CH2:24]([N:26]1[C:34]2[C:29](=[C:30]([OH:36])[CH:31]=[C:32]([F:35])[CH:33]=2)[C:28]([CH:37]2[CH2:42][CH2:41][CH2:40][N:39]([C:43](OC(C)(C)C)=O)[CH2:38]2)=[CH:27]1)[CH3:25], predict the reaction product. The product is: [CH2:24]([N:26]1[C:34]2[CH:33]=[C:32]([F:35])[CH:31]=[C:30]([OH:36])[C:29]=2[C:28]([CH:37]2[CH2:42][CH2:41][CH2:40][N:39]([CH3:43])[CH2:38]2)=[CH:27]1)[CH3:25]. (4) Given the reactants [CH2:1]([OH:6])[CH2:2][CH2:3][CH2:4][OH:5].N1C=CN=C1.[C:12]([Si:16](Cl)([C:23]1[CH:28]=[CH:27][CH:26]=[CH:25][CH:24]=1)[C:17]1[CH:22]=[CH:21][CH:20]=[CH:19][CH:18]=1)([CH3:15])([CH3:14])[CH3:13], predict the reaction product. The product is: [Si:16]([O:5][CH2:4][CH2:3][CH2:2][CH2:1][OH:6])([C:12]([CH3:15])([CH3:14])[CH3:13])([C:23]1[CH:24]=[CH:25][CH:26]=[CH:27][CH:28]=1)[C:17]1[CH:22]=[CH:21][CH:20]=[CH:19][CH:18]=1. (5) Given the reactants CC(OC(N[C@@H:9](CC1C=CC(C2N=C3C(C)=CC=CN3C=2)=CC=1)[CH2:10][CH2:11][C:12]([O:14][C:15](C)(C)C)=[O:13])=O)(C)C.[I:36][CH:37]([CH3:39])[CH3:38].CCN(C(C)C)C(C)C.CN(C=[O:53])C, predict the reaction product. The product is: [OH:53][C:38]1[CH:9]=[CH:10][C:11]([C:12]([O:14][CH3:15])=[O:13])=[CH:39][C:37]=1[I:36]. (6) Given the reactants C(OC([N:8]1[CH2:13][CH2:12][NH:11][C@@H:10]([CH3:14])[CH2:9]1)=O)(C)(C)C.N1C=CC=CC=1.[CH3:21][S:22](Cl)(=[O:24])=[O:23], predict the reaction product. The product is: [CH3:21][S:22]([N:11]1[CH2:12][CH2:13][NH:8][CH2:9][C@@H:10]1[CH3:14])(=[O:24])=[O:23]. (7) Given the reactants Cl[C:2]1[CH:3]=[CH:4][C:5]2[CH2:6][N:7]([CH3:19])[CH2:8][C@@H:9]([C:13]3[CH:18]=[CH:17][CH:16]=[CH:15][CH:14]=3)[O:10][C:11]=2[N:12]=1.[NH2:20][C:21]1[N:26]=[C:25]([O:27][CH3:28])[C:24]([C:29]2[CH:30]=[CH:31][C:32](=[O:36])[N:33]([CH3:35])[CH:34]=2)=[CH:23][CH:22]=1.CC1(C)C2C=CC=C(P(C3C=CC=CC=3)C3C=CC=CC=3)C=2OC2C1=CC=CC=2P(C1C=CC=CC=1)C1C=CC=CC=1.CCC([O-])(C)C.[Na+], predict the reaction product. The product is: [CH3:28][O:27][C:25]1[C:24]([C:29]2[CH:30]=[CH:31][C:32](=[O:36])[N:33]([CH3:35])[CH:34]=2)=[CH:23][CH:22]=[C:21]([NH:20][C:2]2[CH:3]=[CH:4][C:5]3[CH2:6][N:7]([CH3:19])[CH2:8][C@@H:9]([C:13]4[CH:18]=[CH:17][CH:16]=[CH:15][CH:14]=4)[O:10][C:11]=3[N:12]=2)[N:26]=1. (8) Given the reactants [Cl:1][C:2]1[S:6][C:5]([C:7]([N:9]([CH:11]2[CH2:16][CH2:15][CH2:14][CH2:13][CH2:12]2)[CH3:10])=[O:8])=[CH:4][C:3]=1[N:17]1[C:26](=[O:27])[C:25]2[C:20](=[CH:21][CH:22]=[CH:23][C:24]=2[CH:28]=[O:29])[NH:19][C:18]1=[O:30].[BH4-].[Na+].O, predict the reaction product. The product is: [Cl:1][C:2]1[S:6][C:5]([C:7]([N:9]([CH:11]2[CH2:12][CH2:13][CH2:14][CH2:15][CH2:16]2)[CH3:10])=[O:8])=[CH:4][C:3]=1[N:17]1[C:26](=[O:27])[C:25]2[C:20](=[CH:21][CH:22]=[CH:23][C:24]=2[CH2:28][OH:29])[NH:19][C:18]1=[O:30].